From a dataset of Reaction yield outcomes from USPTO patents with 853,638 reactions. Predict the reaction yield, written as a fraction of the theoretical maximum amount of product (1.0 means a 100% yield; for example, 0.34 means a 34% yield). (1) The reactants are [CH2:1]([C:4]1[N:8]([CH2:9][C:10]2[CH:30]=[CH:29][C:13]3[C:14](=[CH:23]/[C:24](/[NH:27][OH:28])=[N:25]\[H])[C:15]4[CH:22]=[CH:21][CH:20]=[CH:19][C:16]=4[CH2:17][CH2:18][C:12]=3[CH:11]=2)[C:7]2[CH:31]=[CH:32][CH:33]=[CH:34][C:6]=2[N:5]=1)[CH2:2][CH3:3].[CH:35](OCC)(OCC)OCC. No catalyst specified. The product is [CH2:1]([C:4]1[N:8]([CH2:9][C:10]2[CH:30]=[CH:29][C:13]3/[C:14](=[CH:23]/[C:24]4[N:25]=[CH:35][O:28][N:27]=4)/[C:15]4[CH:22]=[CH:21][CH:20]=[CH:19][C:16]=4[CH2:17][CH2:18][C:12]=3[CH:11]=2)[C:7]2[CH:31]=[CH:32][CH:33]=[CH:34][C:6]=2[N:5]=1)[CH2:2][CH3:3]. The yield is 0.420. (2) The reactants are [CH3:1][C:2]1[O:6][N:5]=[C:4]([C:7]2[CH:12]=[CH:11][N:10]=[CH:9][CH:8]=2)[C:3]=1[CH2:13][O:14][C:15]1[CH:23]=[CH:22][C:18]([C:19]([OH:21])=O)=[CH:17][N:16]=1.[CH:24]1([NH2:27])[CH2:26][CH2:25]1. No catalyst specified. The product is [CH:24]1([NH:27][C:19](=[O:21])[C:18]2[CH:22]=[CH:23][C:15]([O:14][CH2:13][C:3]3[C:4]([C:7]4[CH:8]=[CH:9][N:10]=[CH:11][CH:12]=4)=[N:5][O:6][C:2]=3[CH3:1])=[N:16][CH:17]=2)[CH2:26][CH2:25]1. The yield is 0.860.